This data is from Catalyst prediction with 721,799 reactions and 888 catalyst types from USPTO. The task is: Predict which catalyst facilitates the given reaction. Reactant: [CH2:1]([N:9]1[C:17]2[C:12](=[CH:13][C:14]([OH:18])=[CH:15][CH:16]=2)[C:11]([CH:19]2[CH2:24][CH2:23][N:22]([CH3:25])[CH2:21][CH2:20]2)=[CH:10]1)[CH2:2][C:3]1[CH:8]=[CH:7][CH:6]=[CH:5][CH:4]=1.[F:26][C:27]1[CH:32]=[CH:31][CH:30]=[C:29]([F:33])[C:28]=1[S:34]([Cl:37])(=[O:36])=[O:35].N1C(C)=CC=CC=1C. Product: [ClH:37].[CH2:1]([N:9]1[C:17]2[C:12](=[CH:13][C:14]([O:18][S:34]([C:28]3[C:29]([F:33])=[CH:30][CH:31]=[CH:32][C:27]=3[F:26])(=[O:36])=[O:35])=[CH:15][CH:16]=2)[C:11]([CH:19]2[CH2:24][CH2:23][N:22]([CH3:25])[CH2:21][CH2:20]2)=[CH:10]1)[CH2:2][C:3]1[CH:8]=[CH:7][CH:6]=[CH:5][CH:4]=1. The catalyst class is: 83.